This data is from NCI-60 drug combinations with 297,098 pairs across 59 cell lines. The task is: Regression. Given two drug SMILES strings and cell line genomic features, predict the synergy score measuring deviation from expected non-interaction effect. Drug 1: C1=CC(=CC=C1CCC2=CNC3=C2C(=O)NC(=N3)N)C(=O)NC(CCC(=O)O)C(=O)O. Drug 2: CC(C)(C#N)C1=CC(=CC(=C1)CN2C=NC=N2)C(C)(C)C#N. Cell line: UACC62. Synergy scores: CSS=7.56, Synergy_ZIP=-1.96, Synergy_Bliss=-1.32, Synergy_Loewe=-1.64, Synergy_HSA=-0.685.